The task is: Predict the reactants needed to synthesize the given product.. This data is from Full USPTO retrosynthesis dataset with 1.9M reactions from patents (1976-2016). (1) The reactants are: [Br:1][CH:2]([CH:5]=O)[CH:3]=O.[F:7][C:8]1[CH:26]=[CH:25][CH:24]=[CH:23][C:9]=1[CH2:10][N:11]1[C:15]2=[N:16][CH:17]=[CH:18][CH:19]=[C:14]2[C:13]([C:20](=[NH:22])[NH2:21])=[N:12]1. Given the product [Br:1][C:2]1[CH:5]=[N:21][C:20]([C:13]2[C:14]3[C:15](=[N:16][CH:17]=[CH:18][CH:19]=3)[N:11]([CH2:10][C:9]3[CH:23]=[CH:24][CH:25]=[CH:26][C:8]=3[F:7])[N:12]=2)=[N:22][CH:3]=1, predict the reactants needed to synthesize it. (2) Given the product [ClH:15].[Cl:15][C:16]1[CH:17]=[C:18]([C:22]#[C:23][C:9]2[CH:10]=[N:11][CH:12]=[CH:13][CH:14]=2)[CH:19]=[CH:20][CH:21]=1, predict the reactants needed to synthesize it. The reactants are: C(N(CC)CC)C.I[C:9]1[CH:10]=[N:11][CH:12]=[CH:13][CH:14]=1.[Cl:15][C:16]1[CH:21]=[CH:20][CH:19]=[C:18]([C:22]#[CH:23])[CH:17]=1. (3) Given the product [CH3:25][CH:22]1[C:13]2[CH2:14][O:15][CH:17]=[CH:18][C:11]3=[CH:27][CH:21]([CH2:6][N+:3]([O-:5])=[O:4])[O:20][B:19]([C:12]=23)[O:23]1, predict the reactants needed to synthesize it. The reactants are: [OH-].[Na+].[N+:3]([CH3:6])([O-:5])=[O:4].OC(C)CO[C:11]1[C:12]([B:19]2[O:23][C:22]([CH3:25])(C)[C:21]([CH3:27])(C)[O:20]2)=[C:13](C=[CH:17][CH:18]=1)[CH:14]=[O:15].Cl. (4) Given the product [CH:1]1([N:6]2[CH2:12][C:11]([F:14])([F:13])[C:10](=[O:15])[N:9]([CH3:16])[C:8]3[CH:17]=[N:18][C:19]([NH:21][C:22]4[CH:30]=[CH:29][C:25]([C:26]([NH:40][CH2:39][CH2:38][N:33]5[CH2:37][CH2:36][CH2:35][CH2:34]5)=[O:28])=[CH:24][C:23]=4[O:31][CH3:32])=[N:20][C:7]2=3)[CH2:2][CH2:3][CH2:4][CH2:5]1, predict the reactants needed to synthesize it. The reactants are: [CH:1]1([N:6]2[CH2:12][C:11]([F:14])([F:13])[C:10](=[O:15])[N:9]([CH3:16])[C:8]3[CH:17]=[N:18][C:19]([NH:21][C:22]4[CH:30]=[CH:29][C:25]([C:26]([OH:28])=O)=[CH:24][C:23]=4[O:31][CH3:32])=[N:20][C:7]2=3)[CH2:5][CH2:4][CH2:3][CH2:2]1.[N:33]1([CH2:38][CH2:39][NH2:40])[CH2:37][CH2:36][CH2:35][CH2:34]1.F[P-](F)(F)(F)(F)F.CN(C(N(C)C)=[N+]1C2C(=NC=CC=2)[N+]([O-])=N1)C.ON1C2C=CC=CC=2N=N1.C(N(C(C)C)CC)(C)C. (5) Given the product [Cl:30][C:27]1[CH:26]=[CH:25][C:24]([CH2:23][C@@H:2]([NH:1][S:39]([CH3:38])(=[O:41])=[O:40])[C:3]([N:5]2[CH2:10][CH2:9][C:8]([CH:17]3[CH2:18][CH2:19][CH2:20][CH2:21][CH2:22]3)([CH2:11][N:12]3[CH:16]=[N:15][CH:14]=[N:13]3)[CH2:7][CH2:6]2)=[O:4])=[CH:29][CH:28]=1, predict the reactants needed to synthesize it. The reactants are: [NH2:1][C@H:2]([CH2:23][C:24]1[CH:29]=[CH:28][C:27]([Cl:30])=[CH:26][CH:25]=1)[C:3]([N:5]1[CH2:10][CH2:9][C:8]([CH:17]2[CH2:22][CH2:21][CH2:20][CH2:19][CH2:18]2)([CH2:11][N:12]2[CH:16]=[N:15][CH:14]=[N:13]2)[CH2:7][CH2:6]1)=[O:4].C(N(CC)CC)C.[CH3:38][S:39](Cl)(=[O:41])=[O:40].FC(F)(F)C(O)=O. (6) Given the product [Br:1][C:2]1[C:3]([N:10]([CH:12]2[CH2:13][CH2:14][CH2:15][CH2:16][CH2:17]2)[NH:11][C:24](=[O:25])[C:23]2[CH:27]=[CH:28][C:20]([CH2:19][Cl:18])=[CH:21][CH:22]=2)=[N:4][C:5]([C:8]#[N:9])=[N:6][CH:7]=1, predict the reactants needed to synthesize it. The reactants are: [Br:1][C:2]1[C:3]([N:10]([CH:12]2[CH2:17][CH2:16][CH2:15][CH2:14][CH2:13]2)[NH2:11])=[N:4][C:5]([C:8]#[N:9])=[N:6][CH:7]=1.[Cl:18][CH2:19][C:20]1[CH:28]=[CH:27][C:23]([C:24](Cl)=[O:25])=[CH:22][CH:21]=1.CCN(C(C)C)C(C)C. (7) The reactants are: C(=O)([O-])[O-].[K+].[K+].[Br:7][C:8]1[CH:13]=[CH:12][CH:11]=[CH:10][C:9]=1[OH:14].CO[CH:17](OC)[CH2:18]Br.O=P12OP3(OP(OP(O3)(O1)=O)(=O)O2)=O.P(=O)(O)(O)O. Given the product [Br:7][C:8]1[C:9]2[O:14][CH:18]=[CH:17][C:10]=2[CH:11]=[CH:12][CH:13]=1, predict the reactants needed to synthesize it.